From a dataset of Forward reaction prediction with 1.9M reactions from USPTO patents (1976-2016). Predict the product of the given reaction. (1) Given the reactants [N:1]1([C:7]([O:9][C:10]([CH3:13])([CH3:12])[CH3:11])=[O:8])[CH2:6][CH2:5][NH:4][CH2:3][CH2:2]1.[CH:14]1([CH2:17][NH:18][C:19](=[O:30])[NH:20][C:21]2[CH:29]=[CH:28][C:24]([C:25](O)=[O:26])=[CH:23][CH:22]=2)[CH2:16][CH2:15]1.C(N(CC)CC)C.CCCP1(OP(CCC)(=O)OP(CCC)(=O)O1)=O.C(=O)([O-])O.[Na+], predict the reaction product. The product is: [CH:14]1([CH2:17][NH:18][C:19](=[O:30])[NH:20][C:21]2[CH:22]=[CH:23][C:24]([C:25]([N:4]3[CH2:5][CH2:6][N:1]([C:7]([O:9][C:10]([CH3:13])([CH3:12])[CH3:11])=[O:8])[CH2:2][CH2:3]3)=[O:26])=[CH:28][CH:29]=2)[CH2:16][CH2:15]1. (2) Given the reactants Cl.[F:2][C:3]1[CH:10]=[CH:9][CH:8]=[C:7]([O:11][CH2:12][CH:13]2[CH2:18][CH2:17][NH:16][CH2:15][CH2:14]2)[C:4]=1[C:5]#[N:6].[Cl:19][C:20]1[CH:21]=[C:22]([CH:25]=[CH:26][C:27]=1[Cl:28])[CH2:23]Cl.C(N(CC)CC)C, predict the reaction product. The product is: [Cl:19][C:20]1[CH:21]=[C:22]([CH:25]=[CH:26][C:27]=1[Cl:28])[CH2:23][N:16]1[CH2:17][CH2:18][CH:13]([CH2:12][O:11][C:7]2[CH:8]=[CH:9][CH:10]=[C:3]([F:2])[C:4]=2[C:5]#[N:6])[CH2:14][CH2:15]1. (3) The product is: [Br:1][C:2]1[CH:3]=[CH:4][C:5]([O:19][CH2:27][C:28]2[O:29][C:30]([C:33]([F:36])([F:35])[F:34])=[CH:31][CH:32]=2)=[C:6]([CH:18]=1)[CH2:7][CH:8]1[CH2:11][N:10]([C:12](=[O:17])[C:13]([F:15])([F:16])[F:14])[CH2:9]1. Given the reactants [Br:1][C:2]1[CH:3]=[CH:4][C:5]([OH:19])=[C:6]([CH:18]=1)[CH2:7][CH:8]1[CH2:11][N:10]([C:12](=[O:17])[C:13]([F:16])([F:15])[F:14])[CH2:9]1.C([O-])([O-])=O.[Cs+].[Cs+].Br[CH2:27][C:28]1[O:29][C:30]([C:33]([F:36])([F:35])[F:34])=[CH:31][CH:32]=1.C(=O)(O)[O-].[Na+], predict the reaction product.